From a dataset of Forward reaction prediction with 1.9M reactions from USPTO patents (1976-2016). Predict the product of the given reaction. (1) Given the reactants [NH2:1][C:2]1[O:3][CH2:4][C@:5]2([C:19]3[C:14](=[N:15][CH:16]=[C:17]([C:20]#[C:21][C:22]([OH:25])([CH3:24])[CH3:23])[CH:18]=3)[O:13][C:12]3[C:7]2=[CH:8][C:9]([OH:26])=[CH:10][CH:11]=3)[N:6]=1.C(=O)([O-])[O-].[Cs+].[Cs+].[F:33][C:34]([F:53])([F:52])[S:35](N(C1C=CC=CC=1)[S:35]([C:34]([F:53])([F:52])[F:33])(=[O:37])=[O:36])(=[O:37])=[O:36], predict the reaction product. The product is: [F:33][C:34]([F:53])([F:52])[S:35]([O:26][C:9]1[CH:8]=[C:7]2[C@@:5]3([CH2:4][O:3][C:2]([NH2:1])=[N:6]3)[C:19]3[C:14](=[N:15][CH:16]=[C:17]([C:20]#[C:21][C:22]([OH:25])([CH3:23])[CH3:24])[CH:18]=3)[O:13][C:12]2=[CH:11][CH:10]=1)(=[O:37])=[O:36]. (2) Given the reactants [O:1]1[CH2:6][CH2:5][CH:4]([C:7]([C:9]2[S:13][C:12]([NH2:14])=[N:11][C:10]=2[C:15]2[O:16][CH:17]=[CH:18][CH:19]=2)=[O:8])[CH2:3][CH2:2]1.[CH3:20][N:21]([CH3:31])[C:22]1[CH:30]=[CH:29][C:25]([C:26](O)=[O:27])=[CH:24][CH:23]=1.CCN=C=NCCCN(C)C.Cl.O.ON1C2C=CC=CC=2N=N1, predict the reaction product. The product is: [CH3:20][N:21]([CH3:31])[C:22]1[CH:30]=[CH:29][C:25]([C:26]([NH:14][C:12]2[S:13][C:9]([C:7]([CH:4]3[CH2:5][CH2:6][O:1][CH2:2][CH2:3]3)=[O:8])=[C:10]([C:15]3[O:16][CH:17]=[CH:18][CH:19]=3)[N:11]=2)=[O:27])=[CH:24][CH:23]=1. (3) Given the reactants [F:1][C:2]([F:19])([F:18])[C:3]1[CH:4]=[C:5]([CH:16]=[CH2:17])[C:6]([N:9]2[CH2:14][CH2:13][CH2:12][CH2:11][C:10]2=[O:15])=[N:7][CH:8]=1.[NH:20]1[CH2:24][CH2:23][CH:22]([C:25]2[CH:30]=[CH:29][CH:28]=[CH:27][N:26]=2)[CH2:21]1.C(N(CC)CC)C, predict the reaction product. The product is: [N:26]1[CH:27]=[CH:28][CH:29]=[CH:30][C:25]=1[CH:22]1[CH2:23][CH2:24][N:20]([CH2:17][CH2:16][C:5]2[C:6]([N:9]3[CH2:14][CH2:13][CH2:12][CH2:11][C:10]3=[O:15])=[N:7][CH:8]=[C:3]([C:2]([F:1])([F:18])[F:19])[CH:4]=2)[CH2:21]1. (4) Given the reactants [Cl:1][C:2]1[CH:3]=[C:4]2[C:13](=[CH:14][CH:15]=1)[C:12](Cl)=[C:11]1[C:6]([CH:7]=[CH:8][C:9]([O:17][CH3:18])=[CH:10]1)=[N:5]2.[CH3:19][N:20]1[CH2:25][CH2:24][N:23]([CH2:26][CH2:27][NH2:28])[CH2:22][CH2:21]1, predict the reaction product. The product is: [Cl:1][C:2]1[CH:3]=[C:4]2[C:13](=[CH:14][CH:15]=1)[C:12]([NH:28][CH2:27][CH2:26][N:23]1[CH2:24][CH2:25][N:20]([CH3:19])[CH2:21][CH2:22]1)=[C:11]1[C:6]([CH:7]=[CH:8][C:9]([O:17][CH3:18])=[CH:10]1)=[N:5]2. (5) Given the reactants Cl.[NH:2]=[C:3]1[CH2:7][CH2:6][CH2:5][NH:4]1.Br[CH2:9][C:10]([C:12]1[CH:17]=[CH:16][CH:15]=[CH:14][CH:13]=1)=O.C(=O)([O-])[O-].[Na+].[Na+].O, predict the reaction product. The product is: [C:12]1([C:10]2[N:2]=[C:3]3[CH2:7][CH2:6][CH2:5][N:4]3[CH:9]=2)[CH:17]=[CH:16][CH:15]=[CH:14][CH:13]=1. (6) Given the reactants [CH2:1]([N:3]1[C:7]2[CH:8]=[CH:9][C:10]([C:12]([OH:14])=O)=[CH:11][C:6]=2[N:5]=[N:4]1)[CH3:2].C1N=CN(C(N2C=NC=C2)=O)C=1.[CH2:27]([O:29][C:30](=[O:35])[CH2:31]C(O)=O)[CH3:28].[K].CCN(CC)CC.[Mg+2].[Cl-].[Cl-], predict the reaction product. The product is: [CH2:1]([N:3]1[C:7]2[CH:8]=[CH:9][C:10]([C:12](=[O:14])[CH2:31][C:30]([O:29][CH2:27][CH3:28])=[O:35])=[CH:11][C:6]=2[N:5]=[N:4]1)[CH3:2]. (7) Given the reactants [CH2:1]([OH:23])[C@H:2]1[O:7][C@@H:6]([O:8][C@H:9]2[C@H:14]([OH:15])[C@@H:13]([OH:16])[C@H:12]([OH:17])[O:11][C@@H:10]2[CH2:18][OH:19])[C@H:5]([OH:20])[C@@H:4]([OH:21])[C@@H:3]1[OH:22].CN1[C:29](=O)[CH2:28][CH2:27][CH2:26]1.[OH-].[Na+], predict the reaction product. The product is: [CH2:1]([OH:23])[C@H:2]1[O:7][C@@H:6]([O:8][C@H:9]2[C@H:14]([OH:15])[C@@H:13]([OH:16])[C@H:12]([OH:17])[O:11][C@@H:10]2[CH2:18][OH:19])[C@H:5]([OH:20])[C@@H:4]([OH:21])[C@@H:3]1[OH:22].[C:12]([O-:11])(=[O:17])[CH2:13][CH2:14][CH2:9][CH2:10][CH2:18][CH2:29][CH2:28][CH2:27][CH2:26][CH2:1][CH2:2][CH2:3][CH2:4][CH2:5][CH3:6]. (8) The product is: [Br:1][C:2]1[CH:3]=[C:4]([CH:8]=[CH:9][CH:10]=1)[C:5]([NH:39][CH2:40][CH:41]([OH:53])[CH2:42][N:43]1[CH2:52][CH2:51][C:50]2[C:45](=[CH:46][CH:47]=[CH:48][CH:49]=2)[CH2:44]1)=[O:7]. Given the reactants [Br:1][C:2]1[CH:3]=[C:4]([CH:8]=[CH:9][CH:10]=1)[C:5]([OH:7])=O.CCN(CC)CC.CCN=C=NCCCN(C)C.C1C=CC2N(O)N=NC=2C=1.[NH2:39][CH2:40][CH:41]([OH:53])[CH2:42][N:43]1[CH2:52][CH2:51][C:50]2[C:45](=[CH:46][CH:47]=[CH:48][CH:49]=2)[CH2:44]1, predict the reaction product. (9) Given the reactants [CH:1](=O)[C:2]([CH3:5])([CH3:4])[CH3:3].[CH3:7][C:8]([S:11]([NH2:13])=[O:12])([CH3:10])[CH3:9], predict the reaction product. The product is: [CH3:3][C:2]([CH3:5])([CH3:4])/[CH:1]=[N:13]/[S:11]([C:8]([CH3:10])([CH3:9])[CH3:7])=[O:12]. (10) Given the reactants [Cl:1][C:2]1[N:7]=[CH:6][C:5]([CH3:8])=[CH:4][N:3]=1.C1C(=O)N([Br:16])C(=O)C1.C(OOC(=O)C1C=CC=CC=1)(=O)C1C=CC=CC=1, predict the reaction product. The product is: [Br:16][CH2:8][C:5]1[CH:4]=[N:3][C:2]([Cl:1])=[N:7][CH:6]=1.